This data is from Forward reaction prediction with 1.9M reactions from USPTO patents (1976-2016). The task is: Predict the product of the given reaction. Given the reactants [F:1][C:2]1[CH:22]=[CH:21][C:5]([CH2:6][CH:7]2[CH2:16][C:15]3[C:10](=[CH:11][CH:12]=[CH:13][CH:14]=3)[CH2:9][N:8]2[CH2:17][CH2:18][CH2:19][NH2:20])=[CH:4][CH:3]=1.[Cl:23][C:24]1[CH:29]=[CH:28][CH:27]=[CH:26][C:25]=1[N:30]=[C:31]=[O:32], predict the reaction product. The product is: [Cl:23][C:24]1[CH:29]=[CH:28][CH:27]=[CH:26][C:25]=1[NH:30][C:31]([NH:20][CH2:19][CH2:18][CH2:17][N:8]1[CH:7]([CH2:6][C:5]2[CH:21]=[CH:22][C:2]([F:1])=[CH:3][CH:4]=2)[CH2:16][C:15]2[C:10](=[CH:11][CH:12]=[CH:13][CH:14]=2)[CH2:9]1)=[O:32].